Dataset: Full USPTO retrosynthesis dataset with 1.9M reactions from patents (1976-2016). Task: Predict the reactants needed to synthesize the given product. (1) The reactants are: [NH2:1][C:2]1[S:3][CH:4]=[C:5]2[C:10]=1[C:9](=[O:11])[N:8]([C:12]1[CH:17]=[CH:16][C:15]([Cl:18])=[CH:14][CH:13]=1)[N:7]=[C:6]2[C:19]([O:21][CH2:22][CH3:23])=[O:20].[C:24](=O)([O-])[O-].[K+].[K+].IC. Given the product [Cl:18][C:15]1[CH:14]=[CH:13][C:12]([N:8]2[C:9](=[O:11])[C:10]3=[C:2]([NH:1][CH3:24])[S:3][CH:4]=[C:5]3[C:6]([C:19]([O:21][CH2:22][CH3:23])=[O:20])=[N:7]2)=[CH:17][CH:16]=1, predict the reactants needed to synthesize it. (2) Given the product [NH2:37][C:23]1[C:24]2[CH:25]=[CH:26][CH:27]=[C:18]([S:15]([N:12]3[CH2:13][CH2:14][C@H:10]([NH:8][CH3:9])[CH2:11]3)(=[O:17])=[O:16])[C:19]=2[C:20]([Br:29])=[CH:21][N:22]=1.[ClH:28], predict the reactants needed to synthesize it. The reactants are: C(OC([N:8]([C@H:10]1[CH2:14][CH2:13][N:12]([S:15]([C:18]2[C:19]3[C:20]([Br:29])=[CH:21][N:22]=[C:23]([Cl:28])[C:24]=3[CH:25]=[CH:26][CH:27]=2)(=[O:17])=[O:16])[CH2:11]1)[CH3:9])=O)(C)(C)C.C(OC([NH:37]C1CCN(S(C2C3C(Cl)=CN=C(Cl)C=3C=CC=2)(=O)=O)C1)=O)(C)(C)C. (3) Given the product [Br:1][C:2]1[CH:7]=[CH:6][N:5]=[C:4]([C:8]([NH:11][CH2:12][CH2:13][OH:14])=[O:10])[CH:3]=1, predict the reactants needed to synthesize it. The reactants are: [Br:1][C:2]1[CH:7]=[CH:6][N:5]=[C:4]([C:8]([OH:10])=O)[CH:3]=1.[NH2:11][CH2:12][CH2:13][OH:14].C1C=CC2N(O)N=NC=2C=1.C(Cl)CCl.C(N(C(C)C)C(C)C)C. (4) Given the product [NH2:15][C:11]1[CH:12]=[CH:13][CH:14]=[C:9]([O:8][CH2:7][C:6]2[CH:21]=[CH:22][C:3]([O:2][CH3:1])=[CH:4][CH:5]=2)[C:10]=1[C:18](=[O:20])[CH3:19], predict the reactants needed to synthesize it. The reactants are: [CH3:1][O:2][C:3]1[CH:22]=[CH:21][C:6]([CH2:7][O:8][C:9]2[CH:14]=[CH:13][CH:12]=[C:11]([N+:15]([O-])=O)[C:10]=2[C:18](=[O:20])[CH3:19])=[CH:5][CH:4]=1.[Cl-].[NH4+].